From a dataset of Reaction yield outcomes from USPTO patents with 853,638 reactions. Predict the reaction yield, written as a fraction of the theoretical maximum amount of product (1.0 means a 100% yield; for example, 0.34 means a 34% yield). The reactants are [NH2:1][C@@H:2]1[CH2:8][C@:7]2([C:17]3[CH:22]=[CH:21][CH:20]=[CH:19][CH:18]=3)[N:9]([CH2:10][C:11]3[CH:16]=[CH:15][CH:14]=[CH:13][CH:12]=3)[C@H:3]1[CH2:4][CH2:5][C@H:6]2[O:23][CH2:24][C:25]1[CH:30]=[C:29]([C:31]([F:34])([F:33])[F:32])[CH:28]=[C:27]([C:35]([F:38])([F:37])[F:36])[CH:26]=1.[N-]=[N+]=[N-].[Na+].[C:43](O)(=[O:45])[CH3:44]. The catalyst is C(OC(OCC)OCC)C. The product is [C:43]([NH:1][C@@H:2]1[CH2:8][C@:7]2([C:17]3[CH:18]=[CH:19][CH:20]=[CH:21][CH:22]=3)[N:9]([CH2:10][C:11]3[CH:16]=[CH:15][CH:14]=[CH:13][CH:12]=3)[C@H:3]1[CH2:4][CH2:5][C@H:6]2[O:23][CH2:24][C:25]1[CH:26]=[C:27]([C:35]([F:38])([F:36])[F:37])[CH:28]=[C:29]([C:31]([F:32])([F:33])[F:34])[CH:30]=1)(=[O:45])[CH3:44]. The yield is 0.240.